Dataset: Forward reaction prediction with 1.9M reactions from USPTO patents (1976-2016). Task: Predict the product of the given reaction. (1) Given the reactants COC1C=CC2CC(C3C=CC=CC=3N)CCCC=2C=1.Cl.[N:22]1([CH2:29][CH2:30][O:31][C:32]2[CH:40]=[CH:39][C:35]([C:36](O)=O)=[CH:34][CH:33]=2)[CH2:28][CH2:27][CH2:26][CH2:25][CH2:24][CH2:23]1.N1(CCOC2C=C[C:54]([CH2:55][NH:56][C:57]3[CH:62]=[CH:61][CH:60]=[CH:59][C:58]=3[CH:63]3[CH2:69][CH2:68][CH2:67][C:66]4[CH:70]=[C:71]([O:74][CH3:75])[CH:72]=[CH:73][C:65]=4[CH2:64]3)=CC=2)CCCCCC1, predict the reaction product. The product is: [N:22]1([CH2:29][CH2:30][O:31][C:32]2[CH:40]=[CH:39][C:35]([CH2:36][N:56]([CH2:55][CH3:54])[C:57]3[CH:62]=[CH:61][CH:60]=[CH:59][C:58]=3[CH:63]3[CH2:69][CH2:68][CH2:67][C:66]4[CH:70]=[C:71]([O:74][CH3:75])[CH:72]=[CH:73][C:65]=4[CH2:64]3)=[CH:34][CH:33]=2)[CH2:28][CH2:27][CH2:26][CH2:25][CH2:24][CH2:23]1. (2) Given the reactants [CH3:1][C:2]([CH3:34])([CH3:33])[CH2:3][CH2:4][N:5]1[C:10](=[O:11])[C:9]([C:12]2[N:13]=[S:14]([CH3:26])(=[O:25])[C:15]3[CH:21]=[C:20]([N+:22]([O-])=O)[CH:19]=[CH:18][C:16]=3[N:17]=2)=[C:8]([OH:27])[C:7]([C:28]2[S:29][CH:30]=[CH:31][CH:32]=2)=[N:6]1.NN, predict the reaction product. The product is: [NH2:22][C:20]1[CH:19]=[CH:18][C:16]2[N:17]=[C:12]([C:9]3[C:10](=[O:11])[N:5]([CH2:4][CH2:3][C:2]([CH3:1])([CH3:34])[CH3:33])[N:6]=[C:7]([C:28]4[S:29][CH:30]=[CH:31][CH:32]=4)[C:8]=3[OH:27])[N:13]=[S:14]([CH3:26])(=[O:25])[C:15]=2[CH:21]=1. (3) Given the reactants [CH:1](NC(C)C)(C)C.C([Li])CCC.[CH3:13][C:14]([Si:17]([CH3:26])([CH3:25])[N:18]1[CH2:22][CH2:21][CH:20]([CH3:23])[C:19]1=[O:24])([CH3:16])[CH3:15].IC.[NH4+].[Cl-], predict the reaction product. The product is: [CH3:13][C:14]([Si:17]([CH3:26])([CH3:25])[N:18]1[CH2:22][CH2:21][C:20]([CH3:1])([CH3:23])[C:19]1=[O:24])([CH3:15])[CH3:16]. (4) Given the reactants [Br:1][C:2]1[CH:7]=[CH:6][C:5]([S:8]([NH:11][C:12]([CH3:15])([CH3:14])[CH3:13])(=[O:10])=[O:9])=[CH:4][CH:3]=1.C(=O)([O-])[O-].[K+].[K+].FC(F)(F)S(O[CH2:28][C:29]([F:32])([F:31])[F:30])(=O)=O.O, predict the reaction product. The product is: [Br:1][C:2]1[CH:3]=[CH:4][C:5]([S:8]([N:11]([C:12]([CH3:15])([CH3:14])[CH3:13])[CH2:28][C:29]([F:32])([F:31])[F:30])(=[O:10])=[O:9])=[CH:6][CH:7]=1. (5) Given the reactants [F:1][C:2]([P:8]([C:14]([F:20])([F:19])[C:15]([F:18])([F:17])[F:16])(=[O:13])[O:9][CH2:10][C:11]#[CH:12])([F:7])[C:3]([F:6])([F:5])[F:4].[CH3:21][N:22]1[CH:26]=[CH:25][N:24]=[CH:23]1, predict the reaction product. The product is: [F:7][C:2]([P:8]([C:14]([F:19])([F:20])[C:15]([F:18])([F:17])[F:16])(=[O:9])[O-:13])([F:1])[C:3]([F:6])([F:5])[F:4].[CH2:10]([N+:24]1[CH:25]=[CH:26][N:22]([CH3:21])[CH:23]=1)[C:11]#[CH:12].